Dataset: Catalyst prediction with 721,799 reactions and 888 catalyst types from USPTO. Task: Predict which catalyst facilitates the given reaction. (1) Reactant: C[O:2][C:3](=[O:30])[C@@H:4]([N:12]1[CH2:16][C:15]([O:17][C:18]2[CH:23]=[CH:22][CH:21]=[C:20]([O:24][C:25]([F:28])([F:27])[F:26])[CH:19]=2)=[CH:14][C:13]1=[O:29])[CH2:5][CH:6]1[CH2:11][CH2:10][CH2:9][CH2:8][CH2:7]1.[OH-].[Li+]. Product: [CH:6]1([CH2:5][C@H:4]([N:12]2[CH2:16][C:15]([O:17][C:18]3[CH:23]=[CH:22][CH:21]=[C:20]([O:24][C:25]([F:26])([F:27])[F:28])[CH:19]=3)=[CH:14][C:13]2=[O:29])[C:3]([OH:30])=[O:2])[CH2:11][CH2:10][CH2:9][CH2:8][CH2:7]1. The catalyst class is: 30. (2) Reactant: Cl.[CH3:2][NH:3][O:4][CH3:5].C[Al](C)C.[F:10][C:11]1[CH:16]=[CH:15][CH:14]=[CH:13][C:12]=1/[CH:17]=[C:18](\[CH3:24])/[C:19](OCC)=[O:20]. Product: [F:10][C:11]1[CH:16]=[CH:15][CH:14]=[CH:13][C:12]=1/[CH:17]=[C:18](\[CH3:24])/[C:19]([N:3]([O:4][CH3:5])[CH3:2])=[O:20]. The catalyst class is: 2. (3) Reactant: C(N(CC)[C:4](=[O:18])[C:5]([OH:17])([C:8]1[CH:13]=[CH:12][NH:11][C:10](=[O:14])[C:9]=1[CH2:15][OH:16])[CH2:6][CH3:7])C.C(N(CC)C(=O)C(=O)CC)C.Cl. Product: [CH2:6]([C:5]1([OH:17])[C:8]2[CH:13]=[CH:12][NH:11][C:10](=[O:14])[C:9]=2[CH2:15][O:16][C:4]1=[O:18])[CH3:7]. The catalyst class is: 216. (4) Reactant: Cl[C:2](Cl)=[CH:3][C:4]1[CH:9]=[C:8]([F:10])[CH:7]=[CH:6][C:5]=1[F:11].C([Li])CCC. Product: [C:3]([C:4]1[CH:9]=[C:8]([F:10])[CH:7]=[CH:6][C:5]=1[F:11])#[CH:2]. The catalyst class is: 1. (5) Reactant: [N:1]1[CH:2]=[CH:3][N:4]2[CH:9]=[CH:8][CH:7]=[N:6][C:5]=12.C([O-])(=O)C.[Na+].[Br-:15].[K+].BrBr. Product: [Br:15][C:3]1[N:4]2[CH:9]=[CH:8][CH:7]=[N:6][C:5]2=[N:1][CH:2]=1. The catalyst class is: 5. (6) Reactant: [H-].[Na+].[CH3:3][O:4][C:5]1[C:6]([CH3:27])=[CH:7][C:8]([CH2:14][C:15]2[C:16]([CH3:26])=[N:17][N:18]([CH2:21][CH2:22][C:23]([NH2:25])=[O:24])[C:19]=2[CH3:20])=[C:9]2[C:13]=1[CH2:12][CH2:11][CH2:10]2.[CH:28]([S:31](Cl)(=[O:33])=[O:32])([CH3:30])[CH3:29]. Product: [CH3:3][O:4][C:5]1[C:6]([CH3:27])=[CH:7][C:8]([CH2:14][C:15]2[C:16]([CH3:26])=[N:17][N:18]([CH2:21][CH2:22][C:23]([NH:25][S:31]([CH:28]([CH3:30])[CH3:29])(=[O:33])=[O:32])=[O:24])[C:19]=2[CH3:20])=[C:9]2[C:13]=1[CH2:12][CH2:11][CH2:10]2. The catalyst class is: 7. (7) Reactant: [F:1][C:2]([F:14])([CH:10]([OH:13])[CH2:11][CH3:12])[C:3]([O:5][C:6]([CH3:9])([CH3:8])[CH3:7])=[O:4].C(Cl)(Cl)Cl.[C:19](Cl)(=[O:23])[C:20]([CH3:22])=[CH2:21].C(N(CC)CC)C. Product: [C:19]([O:13][CH:10]([CH2:11][CH3:12])[C:2]([C:3]([O:5][C:6]([CH3:7])([CH3:9])[CH3:8])=[O:4])([F:14])[F:1])(=[O:23])[C:20]([CH3:22])=[CH2:21]. The catalyst class is: 6. (8) Reactant: [CH:1]1([NH2:4])[CH2:3][CH2:2]1.ON1C2C=CC=CC=2N=N1.C(N(CC)CC)C.Cl.CN(C)CCCN=C=NCC.[C:34]1([C:40]#[C:41][C:42]2[S:43][CH:44]=[C:45]([C:47](O)=[O:48])[N:46]=2)[CH:39]=[CH:38][CH:37]=[CH:36][CH:35]=1. Product: [CH:1]1([NH:4][C:47]([C:45]2[N:46]=[C:42]([C:41]#[C:40][C:34]3[CH:39]=[CH:38][CH:37]=[CH:36][CH:35]=3)[S:43][CH:44]=2)=[O:48])[CH2:3][CH2:2]1. The catalyst class is: 2.